Dataset: Buchwald-Hartwig C-N cross coupling reaction yields with 55,370 reactions. Task: Predict the reaction yield, written as a fraction of the theoretical maximum amount of product (1.0 means a 100% yield; for example, 0.34 means a 34% yield). (1) The reactants are Ic1ccccn1.Cc1ccc(N)cc1.O=S(=O)(O[Pd]1c2ccccc2-c2ccccc2N~1)C(F)(F)F.COc1ccc(OC)c(P(C(C)(C)C)C(C)(C)C)c1-c1c(C(C)C)cc(C(C)C)cc1C(C)C.CN1CCCN2CCCN=C12.c1ccc(CN(Cc2ccccc2)c2ccon2)cc1. No catalyst specified. The product is Cc1ccc(Nc2ccccn2)cc1. The yield is 0.887. (2) The reactants are FC(F)(F)c1ccc(Cl)cc1.Cc1ccc(N)cc1.O=S(=O)(O[Pd]1c2ccccc2-c2ccccc2N~1)C(F)(F)F.COc1ccc(OC)c(P(C(C)(C)C)C(C)(C)C)c1-c1c(C(C)C)cc(C(C)C)cc1C(C)C.CCN=P(N=P(N(C)C)(N(C)C)N(C)C)(N(C)C)N(C)C.CCOC(=O)c1cnoc1. No catalyst specified. The product is Cc1ccc(Nc2ccc(C(F)(F)F)cc2)cc1. The yield is 0.0123. (3) The reactants are Ic1cccnc1.Cc1ccc(N)cc1.O=S(=O)(O[Pd]1c2ccccc2-c2ccccc2N~1)C(F)(F)F.CC(C)c1cc(C(C)C)c(-c2ccccc2P(C2CCCCC2)C2CCCCC2)c(C(C)C)c1.CN1CCCN2CCCN=C12.Cc1cc(-n2cccc2)no1. No catalyst specified. The product is Cc1ccc(Nc2cccnc2)cc1. The yield is 0.433.